This data is from Peptide-MHC class I binding affinity with 185,985 pairs from IEDB/IMGT. The task is: Regression. Given a peptide amino acid sequence and an MHC pseudo amino acid sequence, predict their binding affinity value. This is MHC class I binding data. (1) The peptide sequence is WLQKIPLQW. The MHC is HLA-A02:16 with pseudo-sequence HLA-A02:16. The binding affinity (normalized) is 0.0847. (2) The peptide sequence is NSVANRSKQK. The MHC is HLA-A31:01 with pseudo-sequence HLA-A31:01. The binding affinity (normalized) is 0.0999. (3) The peptide sequence is FYSQESPQSY. The MHC is HLA-A26:01 with pseudo-sequence HLA-A26:01. The binding affinity (normalized) is 0.451. (4) The peptide sequence is ALTIMGVIFL. The MHC is HLA-A02:01 with pseudo-sequence HLA-A02:01. The binding affinity (normalized) is 0.520. (5) The peptide sequence is YRFRKSSKK. The MHC is HLA-B27:05 with pseudo-sequence HLA-B27:05. The binding affinity (normalized) is 0.739. (6) The peptide sequence is RLDARLQVL. The MHC is HLA-A69:01 with pseudo-sequence HLA-A69:01. The binding affinity (normalized) is 0.0847. (7) The peptide sequence is LENVMWKQI. The MHC is HLA-B44:03 with pseudo-sequence HLA-B44:03. The binding affinity (normalized) is 0.532. (8) The peptide sequence is NVQFVDINR. The MHC is HLA-A02:02 with pseudo-sequence HLA-A02:02. The binding affinity (normalized) is 0.